This data is from Reaction yield outcomes from USPTO patents with 853,638 reactions. The task is: Predict the reaction yield, written as a fraction of the theoretical maximum amount of product (1.0 means a 100% yield; for example, 0.34 means a 34% yield). (1) The reactants are C([O:5][C:6](=[O:16])[CH2:7][CH:8]([CH2:12][CH:13]([CH3:15])[CH3:14])[C:9](O)=O)(C)(C)C.C[Si](C)(C)[N-][Si](C)(C)C.[Li+].CC(C)=CCBr.[Cl-].[NH4+]. The catalyst is C1COCC1.CCOCC.Cl. The product is [CH2:12]([CH:8]1[CH2:9][O:16][C:6](=[O:5])[CH2:7]1)[CH:13]([CH3:14])[CH3:15]. The yield is 0.720. (2) The reactants are Br[C:2]1[C:3]([NH2:9])=[N:4][CH:5]=[C:6]([Br:8])[N:7]=1.C(N(C(C)C)CC)(C)C.[N+:19]([C:22]1[CH:23]=[C:24]([CH:27]=[CH:28][CH:29]=1)[CH2:25][NH2:26])([O-:21])=[O:20]. The catalyst is C(O)C. The product is [Br:8][C:6]1[N:7]=[C:2]([NH:26][CH2:25][C:24]2[CH:27]=[CH:28][CH:29]=[C:22]([N+:19]([O-:21])=[O:20])[CH:23]=2)[C:3]([NH2:9])=[N:4][CH:5]=1. The yield is 0.310. (3) The reactants are Cl[C:2]1[CH:7]=[CH:6][N:5]=[C:4]([S:8][CH3:9])[N:3]=1.CC1(C)C(C)(C)OB([C:18]2[CH:19]=[N:20][NH:21][CH:22]=2)O1.C([O-])([O-])=O.[Na+].[Na+]. The catalyst is C1C=CC([P]([Pd]([P](C2C=CC=CC=2)(C2C=CC=CC=2)C2C=CC=CC=2)([P](C2C=CC=CC=2)(C2C=CC=CC=2)C2C=CC=CC=2)[P](C2C=CC=CC=2)(C2C=CC=CC=2)C2C=CC=CC=2)(C2C=CC=CC=2)C2C=CC=CC=2)=CC=1.C1(C)C=CC=CC=1.CCO.O. The product is [CH3:9][S:8][C:4]1[N:3]=[C:2]([C:18]2[CH:19]=[N:20][NH:21][CH:22]=2)[CH:7]=[CH:6][N:5]=1. The yield is 0.710. (4) The reactants are [F-].C([N+](CCCC)(CCCC)CCCC)CCC.[CH2:19]([O:21][C:22](=[O:31])[CH:23]=[C:24]1[CH2:28][CH2:27][C:26]([CH3:30])([CH3:29])[CH2:25]1)[CH3:20].[N+:32]([CH3:35])([O-:34])=[O:33]. The catalyst is C1COCC1.C(OCC)(=O)C. The product is [CH2:19]([O:21][C:22](=[O:31])[CH2:23][C:24]1([CH2:35][N+:32]([O-:34])=[O:33])[CH2:28][CH2:27][C:26]([CH3:30])([CH3:29])[CH2:25]1)[CH3:20]. The yield is 0.410. (5) The reactants are [NH2:1][C:2]1[C:7](Br)=[N:6][C:5]([Br:9])=[CH:4][N:3]=1.[CH2:10]([O:12][C:13]([N:15]1[CH2:20][CH2:19][CH:18]([NH2:21])[CH2:17][CH2:16]1)=[O:14])[CH3:11]. No catalyst specified. The product is [NH2:1][C:2]1[C:7]([NH:21][CH:18]2[CH2:17][CH2:16][N:15]([C:13]([O:12][CH2:10][CH3:11])=[O:14])[CH2:20][CH2:19]2)=[N:6][C:5]([Br:9])=[CH:4][N:3]=1. The yield is 1.00. (6) The reactants are [C:1]([O:11][C:12]([C:15]([CH2:18][CH2:19]I)([F:17])[F:16])([F:14])[F:13])([C:4]([C:7]([F:10])([F:9])[F:8])([F:6])[F:5])([F:3])[F:2].CNC=[O:24].O. The catalyst is CCOCC. The product is [C:1]([O:11][C:12]([C:15]([CH2:18][CH2:19][OH:24])([F:17])[F:16])([F:14])[F:13])([C:4]([C:7]([F:10])([F:9])[F:8])([F:6])[F:5])([F:3])[F:2]. The yield is 0.850.